From a dataset of Full USPTO retrosynthesis dataset with 1.9M reactions from patents (1976-2016). Predict the reactants needed to synthesize the given product. (1) Given the product [CH:7]([C:4]1[S:3][C:2]([Sn:19]([CH2:20][CH2:21][CH2:22][CH3:23])([CH2:24][CH2:25][CH2:26][CH3:27])[CH2:15][CH2:16][CH2:17][CH3:18])=[N:6][CH:5]=1)([CH3:9])[CH3:8], predict the reactants needed to synthesize it. The reactants are: Br[C:2]1[S:3][C:4]([CH:7]([CH3:9])[CH3:8])=[CH:5][N:6]=1.[Li+].CCC[CH2-].[CH2:15]([Sn:19](Cl)([CH2:24][CH2:25][CH2:26][CH3:27])[CH2:20][CH2:21][CH2:22][CH3:23])[CH2:16][CH2:17][CH3:18]. (2) Given the product [C:30]([C:27]([CH3:29])([CH3:28])[CH2:26][NH:25][C:23]([NH:22][C:19]1[CH:20]=[CH:21][C:16]([C:14]([N:11]2[CH2:10][CH2:9][NH:8][CH2:13][CH2:12]2)=[O:15])=[CH:17][C:18]=1[F:32])=[O:24])#[N:31], predict the reactants needed to synthesize it. The reactants are: C([N:8]1[CH2:13][CH2:12][N:11]([C:14]([C:16]2[CH:21]=[CH:20][C:19]([NH:22][C:23]([NH:25][CH2:26][C:27]([C:30]#[N:31])([CH3:29])[CH3:28])=[O:24])=[C:18]([F:32])[CH:17]=2)=[O:15])[CH2:10][CH2:9]1)C1C=CC=CC=1. (3) Given the product [C:12]([O:16][C:17]([N:19]1[CH2:22][CH:21]([NH:23][C:33](=[O:34])[CH2:32][NH:31][C:29](=[O:30])[C:28]2[CH:36]=[CH:37][C:25]([F:24])=[C:26]([C:38]([F:39])([F:41])[F:40])[CH:27]=2)[CH2:20]1)=[O:18])([CH3:15])([CH3:13])[CH3:14], predict the reactants needed to synthesize it. The reactants are: CCN=C=NCCCN(C)C.[C:12]([O:16][C:17]([N:19]1[CH2:22][CH:21]([NH2:23])[CH2:20]1)=[O:18])([CH3:15])([CH3:14])[CH3:13].[F:24][C:25]1[CH:37]=[CH:36][C:28]([C:29]([NH:31][CH2:32][C:33](O)=[O:34])=[O:30])=[CH:27][C:26]=1[C:38]([F:41])([F:40])[F:39]. (4) Given the product [Cl:1][C:2]1[CH:30]=[CH:29][C:5]2[N:6]([C:16]([C:18]3[CH:19]=[CH:20][C:21]4[O:26][CH2:25][C:24](=[O:27])[NH:23][C:22]=4[CH:28]=3)=[O:17])[CH:7]([CH2:10][C:11]([NH:32][CH3:31])=[O:13])[CH2:8][O:9][C:4]=2[CH:3]=1, predict the reactants needed to synthesize it. The reactants are: [Cl:1][C:2]1[CH:30]=[CH:29][C:5]2[N:6]([C:16]([C:18]3[CH:19]=[CH:20][C:21]4[O:26][CH2:25][C:24](=[O:27])[NH:23][C:22]=4[CH:28]=3)=[O:17])[CH:7]([CH2:10][C:11]([O:13]CC)=O)[CH2:8][O:9][C:4]=2[CH:3]=1.[CH3:31][NH2:32].